This data is from Catalyst prediction with 721,799 reactions and 888 catalyst types from USPTO. The task is: Predict which catalyst facilitates the given reaction. Reactant: [CH:1]1([C:4]2[CH:9]=[CH:8][CH:7]=[CH:6][CH:5]=2)[CH2:3][CH2:2]1.C([O-])(=O)C.[Na+].[Br:15]Br.OS([O-])=O.[Na+]. Product: [CH:1]1([C:4]2[CH:9]=[CH:8][C:7]([Br:15])=[CH:6][CH:5]=2)[CH2:3][CH2:2]1. The catalyst class is: 86.